From a dataset of Full USPTO retrosynthesis dataset with 1.9M reactions from patents (1976-2016). Predict the reactants needed to synthesize the given product. (1) Given the product [CH2:33]([N:35]([CH2:39][CH3:40])[CH2:36][CH2:37][NH:38][C:7]([C:6]1[C:5]([CH3:10])=[CH:4][NH:3][C:2]=1[CH3:1])=[O:9])[CH3:34], predict the reactants needed to synthesize it. The reactants are: [CH3:1][C:2]1[NH:3][CH:4]=[C:5]([CH3:10])[C:6]=1[C:7]([OH:9])=O.Cl.C(N=C=NCCCN(C)C)C.ON1C2C=CC=CC=2N=N1.[CH2:33]([N:35]([CH2:39][CH3:40])[CH2:36][CH2:37][NH2:38])[CH3:34]. (2) Given the product [Cl:35][C:36]1[N:37]=[N:38][C:39]([C:9]2[CH:10]=[CH:11][C:6]([C:2]([CH3:1])([C:21]3[CH:26]=[CH:25][C:24]([O:27][CH2:28][C:29]4[CH:34]=[CH:33][CH:32]=[CH:31][N:30]=4)=[CH:23][N:22]=3)[CH:3]([CH3:4])[CH3:5])=[CH:7][CH:8]=2)=[CH:40][CH:41]=1, predict the reactants needed to synthesize it. The reactants are: [CH3:1][C:2]([C:21]1[CH:26]=[CH:25][C:24]([O:27][CH2:28][C:29]2[CH:34]=[CH:33][CH:32]=[CH:31][N:30]=2)=[CH:23][N:22]=1)([C:6]1[CH:11]=[CH:10][C:9](B2OC(C)(C)C(C)(C)O2)=[CH:8][CH:7]=1)[CH:3]([CH3:5])[CH3:4].[Cl:35][C:36]1[N:37]=[N:38][C:39](Cl)=[CH:40][CH:41]=1.C(=O)([O-])[O-].[Na+].[Na+].C1(C)C=CC=CC=1. (3) Given the product [Cl-:1].[S:11]1[CH:15]=[C:14]([CH:16]([N:28]([CH3:35])[C:29]2[CH:34]=[CH:33][CH:32]=[CH:31][CH:30]=2)[C:17]([O:19][C@@H:20]2[CH:25]3[CH2:26][CH2:27][N+:22]([CH2:2][C:3](=[O:4])[C:5]4[CH:10]=[CH:9][CH:8]=[CH:7][CH:6]=4)([CH2:23][CH2:24]3)[CH2:21]2)=[O:18])[C:13]2[CH:36]=[CH:37][CH:38]=[CH:39][C:12]1=2, predict the reactants needed to synthesize it. The reactants are: [Cl:1][CH2:2][C:3]([C:5]1[CH:10]=[CH:9][CH:8]=[CH:7][CH:6]=1)=[O:4].[S:11]1[CH:15]=[C:14]([CH:16]([N:28]([CH3:35])[C:29]2[CH:34]=[CH:33][CH:32]=[CH:31][CH:30]=2)[C:17]([O:19][C@@H:20]2[CH:25]3[CH2:26][CH2:27][N:22]([CH2:23][CH2:24]3)[CH2:21]2)=[O:18])[C:13]2[CH:36]=[CH:37][CH:38]=[CH:39][C:12]1=2. (4) Given the product [CH3:27][O:26][C:24](=[O:25])[C:23]1[CH:28]=[CH:29][CH:30]=[C:21]([CH2:19][NH:1][C:2]2[CH:3]=[C:4]3[C:9](=[C:10]([CH3:12])[CH:11]=2)[CH:8]=[N:7][C:6]([NH:13][C:14]([NH:16][CH2:17][CH3:18])=[O:15])=[CH:5]3)[CH:22]=1, predict the reactants needed to synthesize it. The reactants are: [NH2:1][C:2]1[CH:3]=[C:4]2[C:9](=[C:10]([CH3:12])[CH:11]=1)[CH:8]=[N:7][C:6]([NH:13][C:14]([NH:16][CH2:17][CH3:18])=[O:15])=[CH:5]2.[CH:19]([C:21]1[CH:22]=[C:23]([CH:28]=[CH:29][CH:30]=1)[C:24]([O:26][CH3:27])=[O:25])=O. (5) Given the product [Si:13]([O:12][CH:10]1[CH2:11][CH:8]([OH:7])[CH2:9]1)([C:16]([CH3:19])([CH3:18])[CH3:17])([CH3:15])[CH3:14], predict the reactants needed to synthesize it. The reactants are: C([O:7][CH:8]1[CH2:11][CH:10]([O:12][Si:13]([C:16]([CH3:19])([CH3:18])[CH3:17])([CH3:15])[CH3:14])[CH2:9]1)(=O)C(C)(C)C.[H-].C([Al+]CC(C)C)C(C)C. (6) Given the product [CH2:25]([O:32][CH2:33][C:34]([NH:18][C:15]1[CH:16]=[N:17][C:12]([N:9]2[CH2:8][CH2:7][CH:6]([O:5][C:4]3[CH:19]=[CH:20][CH:21]=[CH:22][C:3]=3[C:2]([F:1])([F:23])[F:24])[CH2:11][CH2:10]2)=[CH:13][CH:14]=1)=[O:35])[C:26]1[CH:31]=[CH:30][CH:29]=[CH:28][CH:27]=1, predict the reactants needed to synthesize it. The reactants are: [F:1][C:2]([F:24])([F:23])[C:3]1[CH:22]=[CH:21][CH:20]=[CH:19][C:4]=1[O:5][CH:6]1[CH2:11][CH2:10][N:9]([C:12]2[N:17]=[CH:16][C:15]([NH2:18])=[CH:14][CH:13]=2)[CH2:8][CH2:7]1.[CH2:25]([O:32][CH2:33][C:34](O)=[O:35])[C:26]1[CH:31]=[CH:30][CH:29]=[CH:28][CH:27]=1. (7) Given the product [N:34]1[CH:31]=[CH:2][CH:3]=[CH:4][C:5]=1[CH2:7][O:8][C:9]1[N:14]=[CH:13][C:12]([NH:15][C:25]([C:18]2[C:19]3[C:24](=[CH:23][CH:22]=[CH:21][CH:20]=3)[NH:16][CH:17]=2)=[O:27])=[CH:11][CH:10]=1, predict the reactants needed to synthesize it. The reactants are: N1C=[C:5]([CH2:7][O:8][C:9]2[N:14]=[CH:13][C:12]([NH2:15])=[CH:11][CH:10]=2)[CH:4]=[CH:3][CH:2]=1.[NH:16]1[C:24]2[C:19](=[CH:20][CH:21]=[CH:22][CH:23]=2)[C:18]([C:25]([OH:27])=O)=[CH:17]1.C1CC[CH:31]([N:34]=C=NC2CCCCC2)CC1.